From a dataset of Forward reaction prediction with 1.9M reactions from USPTO patents (1976-2016). Predict the product of the given reaction. (1) Given the reactants [Br:1][C:2]1[CH:10]=[CH:9][C:5]([C:6]([OH:8])=[O:7])=[CH:4][C:3]=1[OH:11].[C:12](OC(O[C:12]([CH3:15])([CH3:14])[CH3:13])N(C)C)([CH3:15])([CH3:14])[CH3:13].O.C(OCC)(=O)C, predict the reaction product. The product is: [Br:1][C:2]1[CH:10]=[CH:9][C:5]([C:6]([O:8][C:12]([CH3:15])([CH3:14])[CH3:13])=[O:7])=[CH:4][C:3]=1[OH:11]. (2) The product is: [Cl:8][C:6]1[CH:7]=[C:2]([N:10]2[CH2:15][CH2:14][CH2:13][CH2:12][CH2:11]2)[N:3]=[C:4]([NH2:9])[N:5]=1. Given the reactants Cl[C:2]1[CH:7]=[C:6]([Cl:8])[N:5]=[C:4]([NH2:9])[N:3]=1.[NH:10]1[CH2:15][CH2:14][CH2:13][CH2:12][CH2:11]1, predict the reaction product.